The task is: Predict the reaction yield, written as a fraction of the theoretical maximum amount of product (1.0 means a 100% yield; for example, 0.34 means a 34% yield).. This data is from Reaction yield outcomes from USPTO patents with 853,638 reactions. (1) The product is [CH2:7]([O:14][C:15]([NH:17][C@@H:18]([CH2:19][C:20]1[CH:21]=[CH:22][CH:23]=[CH:24][CH:25]=1)[C@H:26]([OH:28])[CH2:2][Cl:1])=[O:16])[C:8]1[CH:9]=[CH:10][CH:11]=[CH:12][CH:13]=1. The reactants are [Cl:1][CH2:2]C(CCl)=O.[CH2:7]([O:14][C:15]([NH:17][C@H:18]([C:26]([OH:28])=O)[CH2:19][C:20]1[CH:25]=[CH:24][CH:23]=[CH:22][CH:21]=1)=[O:16])[C:8]1[CH:13]=[CH:12][CH:11]=[CH:10][CH:9]=1.[BH4-].[Na+]. The yield is 0.430. The catalyst is CO.O1CCCC1. (2) The reactants are [NH2:1][CH2:2][CH2:3][C:4]1[CH:9]=[CH:8][C:7]([OH:10])=[CH:6][CH:5]=1.[N+:11]([O-])([OH:13])=[O:12].FC(F)(F)C(O)=O. No catalyst specified. The product is [N+:11]([C:9]1[CH:8]=[C:7]([OH:10])[CH:6]=[CH:5][C:4]=1[CH2:3][CH2:2][NH2:1])([O-:13])=[O:12]. The yield is 0.330. (3) The reactants are [C:1]([C:3]1[CH:4]=[N:5][C:6]2[CH2:7][C:8]3[C:9]([N:28]=[CH:29][N:30]=3)=[CH:10][C:11]=2[C:12]=1[N:13]([C:16]1[CH:21]=[C:20](OC)[C:19]([O:24][CH3:25])=[C:18](OC)[CH:17]=1)[CH:14]=[O:15])#[N:2].N[C:32]1[CH:33]=[C:34]2C(=[CH:40][C:41]=1N)N=CC(C#N)=C2N[C:32]1[CH:41]=[CH:40]C(O[C:32]2[CH:41]=[CH:40]C=[CH:34][CH:33]=2)=[CH:34][CH:33]=1.C(OC(OCC)OCC)(=O)C. No catalyst specified. The product is [C:1]([C:3]1[CH:4]=[N:5][C:6]2[CH2:7][C:8]3[C:9]([N:28]=[CH:29][N:30]=3)=[CH:10][C:11]=2[C:12]=1[N:13]([C:16]1[CH:21]=[CH:20][C:19]([O:24][C:25]2[CH:34]=[CH:33][CH:32]=[CH:41][CH:40]=2)=[CH:18][CH:17]=1)[CH:14]=[O:15])#[N:2]. The yield is 0.313. (4) The reactants are Br[C:2]1[S:6](=[O:8])(=[O:7])[C:5]2[CH:9]=[C:10]([O:13][CH3:14])[CH:11]=[CH:12][C:4]=2[C:3]=1[O:15][C:16]1[CH:30]=[CH:29][C:19]([O:20][CH2:21][CH2:22][N:23]2[CH2:28][CH2:27][CH2:26][CH2:25][CH2:24]2)=[CH:18][CH:17]=1.CO.[H][H]. The catalyst is O1CCCC1.[Pd]. The product is [CH3:14][O:13][C:10]1[CH:11]=[CH:12][C:4]2[C:3]([O:15][C:16]3[CH:30]=[CH:29][C:19]([O:20][CH2:21][CH2:22][N:23]4[CH2:24][CH2:25][CH2:26][CH2:27][CH2:28]4)=[CH:18][CH:17]=3)=[CH:2][S:6](=[O:7])(=[O:8])[C:5]=2[CH:9]=1. The yield is 0.960. (5) The reactants are [NH2:1][C:2]1[N:7]=[CH:6][NH:5][C:4](=[O:8])[C:3]=1[CH2:9][CH:10](OCC)OCC. The catalyst is Cl. The product is [N:7]1[C:2]2[NH:1][CH:10]=[CH:9][C:3]=2[C:4](=[O:8])[NH:5][CH:6]=1. The yield is 0.640. (6) The reactants are F[C:2]1[CH:7]=[CH:6][C:5]([N+:8]([O-:10])=[O:9])=[CH:4][CH:3]=1.[CH3:11][C:12]1[N:13]=[CH:14][NH:15][CH:16]=1.C([O-])([O-])=O.[K+].[K+]. The catalyst is O. The product is [CH3:11][C:12]1[N:13]=[CH:14][N:15]([C:2]2[CH:7]=[CH:6][C:5]([N+:8]([O-:10])=[O:9])=[CH:4][CH:3]=2)[CH:16]=1. The yield is 0.483. (7) The reactants are [CH2:1]([O:3][C:4](=[O:18])[C:5]1[CH:10]=[CH:9][CH:8]=[C:7]([O:11][CH2:12][CH:13]2[O:17][CH2:16][CH2:15][O:14]2)[CH:6]=1)[CH3:2].[N:19]([Si](C)(C)C)=[N+:20]=[N-:21].[Sn](Cl)(Cl)(Cl)Cl. The catalyst is CO. The product is [CH2:1]([O:3][C:4](=[O:18])[C:5]1[CH:10]=[CH:9][CH:8]=[C:7]([O:11][CH2:12][CH:13]([N:19]=[N+:20]=[N-:21])[O:14][CH2:15][CH2:16][OH:17])[CH:6]=1)[CH3:2]. The yield is 0.590. (8) The reactants are [CH2:1]([N:8]([CH2:16][C:17]1[CH:22]=[CH:21][CH:20]=[CH:19][CH:18]=1)[C@H:9]1[CH2:14][CH2:13][C@H:12]([OH:15])[CH2:11][CH2:10]1)[C:2]1[CH:7]=[CH:6][CH:5]=[CH:4][CH:3]=1.[H-].[Na+].Br[CH2:26][CH2:27][O:28][CH:29]1[CH2:34][CH2:33][CH2:32][CH2:31][O:30]1. The yield is 0.578. The catalyst is CN(C=O)C.C(OCC)(=O)C. The product is [CH2:16]([N:8]([CH2:1][C:2]1[CH:3]=[CH:4][CH:5]=[CH:6][CH:7]=1)[C@H:9]1[CH2:14][CH2:13][C@H:12]([O:15][CH2:26][CH2:27][O:28][CH:29]2[CH2:34][CH2:33][CH2:32][CH2:31][O:30]2)[CH2:11][CH2:10]1)[C:17]1[CH:22]=[CH:21][CH:20]=[CH:19][CH:18]=1. (9) The reactants are [Cl:1][C:2]1[C:7](=[O:8])[N:6]([C:9]2[CH:10]=[C:11]([CH:15]=[CH:16][C:17]=2[CH3:18])[C:12](O)=[O:13])[C:5]([CH3:19])=[N:4][C:3]=1[O:20][CH2:21][C:22]1[CH:27]=[CH:26][C:25]([F:28])=[CH:24][C:23]=1[F:29].C[N:31]1CC[O:34][CH2:33][CH2:32]1.ClC(OCC(C)C)=O.C(CN)O. The catalyst is CC(N(C)C)=O.ClCCl.CN(C1C=CN=CC=1)C. The product is [Cl:1][C:2]1[C:7](=[O:8])[N:6]([C:9]2[CH:10]=[C:11]([CH:15]=[CH:16][C:17]=2[CH3:18])[C:12]([NH:31][CH2:32][CH2:33][OH:34])=[O:13])[C:5]([CH3:19])=[N:4][C:3]=1[O:20][CH2:21][C:22]1[CH:27]=[CH:26][C:25]([F:28])=[CH:24][C:23]=1[F:29]. The yield is 0.590. (10) No catalyst specified. The reactants are [N:1]12[CH2:8][CH2:7][CH:4]([CH2:5][CH2:6]1)[CH:3]([NH2:9])[CH2:2]2.C1N=CN([C:15](N2C=NC=C2)=[O:16])C=1.[C:22]([NH2:31])([C:25]1[CH:30]=[CH:29][CH:28]=[CH:27][CH:26]=1)([CH3:24])[CH3:23]. The product is [N:1]12[CH2:8][CH2:7][CH:4]([CH2:5][CH2:6]1)[CH:3]([NH:9][C:15]([NH:31][C:22]([C:25]1[CH:30]=[CH:29][CH:28]=[CH:27][CH:26]=1)([CH3:24])[CH3:23])=[O:16])[CH2:2]2. The yield is 0.100.